Dataset: NCI-60 drug combinations with 297,098 pairs across 59 cell lines. Task: Regression. Given two drug SMILES strings and cell line genomic features, predict the synergy score measuring deviation from expected non-interaction effect. (1) Drug 1: CCC1(CC2CC(C3=C(CCN(C2)C1)C4=CC=CC=C4N3)(C5=C(C=C6C(=C5)C78CCN9C7C(C=CC9)(C(C(C8N6C)(C(=O)OC)O)OC(=O)C)CC)OC)C(=O)OC)O.OS(=O)(=O)O. Drug 2: C1=CC=C(C(=C1)C(C2=CC=C(C=C2)Cl)C(Cl)Cl)Cl. Cell line: DU-145. Synergy scores: CSS=7.09, Synergy_ZIP=-5.19, Synergy_Bliss=-2.58, Synergy_Loewe=-22.2, Synergy_HSA=-6.69. (2) Drug 1: C1CCC(C1)C(CC#N)N2C=C(C=N2)C3=C4C=CNC4=NC=N3. Drug 2: CNC(=O)C1=NC=CC(=C1)OC2=CC=C(C=C2)NC(=O)NC3=CC(=C(C=C3)Cl)C(F)(F)F. Cell line: SR. Synergy scores: CSS=75.3, Synergy_ZIP=0.806, Synergy_Bliss=-2.75, Synergy_Loewe=-3.98, Synergy_HSA=-3.13. (3) Drug 1: C1CCC(C(C1)N)N.C(=O)(C(=O)[O-])[O-].[Pt+4]. Drug 2: C1C(C(OC1N2C=NC3=C2NC=NCC3O)CO)O. Cell line: MDA-MB-435. Synergy scores: CSS=30.2, Synergy_ZIP=-9.34, Synergy_Bliss=-3.66, Synergy_Loewe=-8.61, Synergy_HSA=-5.00. (4) Drug 1: CC1OCC2C(O1)C(C(C(O2)OC3C4COC(=O)C4C(C5=CC6=C(C=C35)OCO6)C7=CC(=C(C(=C7)OC)O)OC)O)O. Drug 2: CC(C)(C#N)C1=CC(=CC(=C1)CN2C=NC=N2)C(C)(C)C#N. Cell line: COLO 205. Synergy scores: CSS=51.7, Synergy_ZIP=-0.435, Synergy_Bliss=-0.266, Synergy_Loewe=-3.38, Synergy_HSA=-1.47. (5) Drug 1: CN1CCC(CC1)COC2=C(C=C3C(=C2)N=CN=C3NC4=C(C=C(C=C4)Br)F)OC. Drug 2: CNC(=O)C1=NC=CC(=C1)OC2=CC=C(C=C2)NC(=O)NC3=CC(=C(C=C3)Cl)C(F)(F)F. Cell line: M14. Synergy scores: CSS=-0.718, Synergy_ZIP=-9.10, Synergy_Bliss=-10.5, Synergy_Loewe=-13.7, Synergy_HSA=-12.8. (6) Drug 1: C1=C(C(=O)NC(=O)N1)N(CCCl)CCCl. Drug 2: CC1C(C(=O)NC(C(=O)N2CCCC2C(=O)N(CC(=O)N(C(C(=O)O1)C(C)C)C)C)C(C)C)NC(=O)C3=C4C(=C(C=C3)C)OC5=C(C(=O)C(=C(C5=N4)C(=O)NC6C(OC(=O)C(N(C(=O)CN(C(=O)C7CCCN7C(=O)C(NC6=O)C(C)C)C)C)C(C)C)C)N)C. Cell line: HT29. Synergy scores: CSS=20.6, Synergy_ZIP=-4.93, Synergy_Bliss=0.767, Synergy_Loewe=-0.508, Synergy_HSA=0.131. (7) Drug 1: CNC(=O)C1=CC=CC=C1SC2=CC3=C(C=C2)C(=NN3)C=CC4=CC=CC=N4. Drug 2: CNC(=O)C1=NC=CC(=C1)OC2=CC=C(C=C2)NC(=O)NC3=CC(=C(C=C3)Cl)C(F)(F)F. Cell line: NCI-H226. Synergy scores: CSS=32.5, Synergy_ZIP=-6.67, Synergy_Bliss=-4.52, Synergy_Loewe=-7.70, Synergy_HSA=-5.70.